From a dataset of Full USPTO retrosynthesis dataset with 1.9M reactions from patents (1976-2016). Predict the reactants needed to synthesize the given product. (1) Given the product [NH:30]1[C:38]2[C:33](=[CH:34][C:35]([C:9]3[C:8]([N:7]4[CH2:6][CH2:5][O:4][CH2:3][C@@H:2]4[CH3:1])=[N:17][C:16]4[C:11](=[CH:12][CH:13]=[C:14]([C:18]([O:20][CH3:21])=[O:19])[CH:15]=4)[N:10]=3)=[CH:36][CH:37]=2)[CH:32]=[CH:31]1, predict the reactants needed to synthesize it. The reactants are: [CH3:1][C@@H:2]1[N:7]([C:8]2[C:9](OS(C(F)(F)F)(=O)=O)=[N:10][C:11]3[C:16]([N:17]=2)=[CH:15][C:14]([C:18]([O:20][CH3:21])=[O:19])=[CH:13][CH:12]=3)[CH2:6][CH2:5][O:4][CH2:3]1.[NH:30]1[C:38]2[C:33](=[CH:34][C:35](B(O)O)=[CH:36][CH:37]=2)[CH:32]=[CH:31]1.[O-]P([O-])([O-])=O.[K+].[K+].[K+]. (2) Given the product [CH2:1]([N:3]1[CH:7]=[C:6]([C:8]2[CH:13]=[CH:12][N:11]=[C:10]3[NH:14][C:15]([C:17]4[CH:18]=[CH:19][C:20]([CH2:23][N:24]5[CH2:25][CH2:26][O:27][CH2:28][CH2:29]5)=[CH:21][CH:22]=4)=[CH:16][C:9]=23)[C:5]([C:30]2[CH:31]=[CH:32][C:33]([NH:34][C:45]([N:51]3[CH2:56][CH2:55][S:54](=[O:58])(=[O:57])[CH2:53][CH2:52]3)=[O:46])=[CH:35][CH:36]=2)=[N:4]1)[CH3:2], predict the reactants needed to synthesize it. The reactants are: [CH2:1]([N:3]1[CH:7]=[C:6]([C:8]2[CH:13]=[CH:12][N:11]=[C:10]3[NH:14][C:15]([C:17]4[CH:22]=[CH:21][C:20]([CH2:23][N:24]5[CH2:29][CH2:28][O:27][CH2:26][CH2:25]5)=[CH:19][CH:18]=4)=[CH:16][C:9]=23)[C:5]([C:30]2[CH:36]=[CH:35][C:33]([NH2:34])=[CH:32][CH:31]=2)=[N:4]1)[CH3:2].C(N(CC)CC)C.Cl[C:45](OC(C)=C)=[O:46].[NH:51]1[CH2:56][CH2:55][S:54](=[O:58])(=[O:57])[CH2:53][CH2:52]1. (3) The reactants are: [Cl:1][C:2]([Cl:7])([Cl:6])[CH:3](O)[OH:4].[CH:8]1([C:14]([NH2:16])=[O:15])[CH2:13][CH2:12][CH2:11][CH2:10][CH2:9]1. Given the product [CH:8]1([C:14]([NH:16][CH:3]([OH:4])[C:2]([Cl:7])([Cl:6])[Cl:1])=[O:15])[CH2:13][CH2:12][CH2:11][CH2:10][CH2:9]1, predict the reactants needed to synthesize it. (4) The reactants are: [F:1][C:2]1[CH:7]=[CH:6][CH:5]=[CH:4][C:3]=1[C:8]1[CH:16]=[CH:15][CH:14]=[C:13]2[C:9]=1[CH2:10][C:11](=[O:17])[NH:12]2.[N:18]1([CH2:23][CH2:24][NH:25][C:26]([C:28]2[CH:32]=[C:31]([CH3:33])[NH:30][C:29]=2[CH:34]=O)=[O:27])[CH2:22][CH2:21][CH2:20][CH2:19]1. Given the product [N:18]1([CH2:23][CH2:24][NH:25][C:26]([C:28]2[CH:32]=[C:31]([CH3:33])[NH:30][C:29]=2[CH:34]=[C:10]2[C:9]3[C:13](=[CH:14][CH:15]=[CH:16][C:8]=3[C:3]3[CH:4]=[CH:5][CH:6]=[CH:7][C:2]=3[F:1])[NH:12][C:11]2=[O:17])=[O:27])[CH2:22][CH2:21][CH2:20][CH2:19]1, predict the reactants needed to synthesize it.